This data is from Peptide-MHC class II binding affinity with 134,281 pairs from IEDB. The task is: Regression. Given a peptide amino acid sequence and an MHC pseudo amino acid sequence, predict their binding affinity value. This is MHC class II binding data. (1) The peptide sequence is KFIPALEAAVKQAYA. The MHC is HLA-DPA10201-DPB10101 with pseudo-sequence HLA-DPA10201-DPB10101. The binding affinity (normalized) is 0.447. (2) The peptide sequence is EKKYFAATQAEPLAA. The MHC is DRB1_0701 with pseudo-sequence DRB1_0701. The binding affinity (normalized) is 0.780. (3) The peptide sequence is VNYWFAPGAAAAPLS. The MHC is HLA-DPA10201-DPB11401 with pseudo-sequence HLA-DPA10201-DPB11401. The binding affinity (normalized) is 0. (4) The peptide sequence is ESHGVAAVLFAATAA. The MHC is HLA-DPA10201-DPB10501 with pseudo-sequence HLA-DPA10201-DPB10501. The binding affinity (normalized) is 0.307. (5) The binding affinity (normalized) is 0.161. The peptide sequence is ITPEEECVFYEQMKK. The MHC is DRB1_0101 with pseudo-sequence DRB1_0101.